From a dataset of P-glycoprotein inhibition data for predicting drug efflux from Broccatelli et al.. Regression/Classification. Given a drug SMILES string, predict its absorption, distribution, metabolism, or excretion properties. Task type varies by dataset: regression for continuous measurements (e.g., permeability, clearance, half-life) or binary classification for categorical outcomes (e.g., BBB penetration, CYP inhibition). Dataset: pgp_broccatelli. (1) The drug is COc1cc2c(cc1OC)CN(CCc1ccc(NC(=O)c3ccccc3NC(=O)c3ccccc3)cc1)CC2. The result is 1 (inhibitor). (2) The drug is C[C@H](NC1=C(O)C=C1)[C@@H](Cc1ccc(Cl)cc1)c1ccc(Cl)cc1. The result is 0 (non-inhibitor).